Predict the product of the given reaction. From a dataset of Forward reaction prediction with 1.9M reactions from USPTO patents (1976-2016). (1) The product is: [C:12]([C:11]1[CH:14]=[C:7]([C:5]2[S:4][N:3]=[C:2]([C:26]3[C:21]([CH2:19][CH3:20])=[C:22]([CH2:36][CH2:37][CH2:38][C:39]([O:41][CH2:42][CH3:43])=[O:40])[CH:23]=[CH:24][CH:25]=3)[N:6]=2)[CH:8]=[CH:9][C:10]=1[O:15][CH:16]([CH3:18])[CH3:17])#[N:13]. Given the reactants Br[C:2]1[N:6]=[C:5]([C:7]2[CH:8]=[CH:9][C:10]([O:15][CH:16]([CH3:18])[CH3:17])=[C:11]([CH:14]=2)[C:12]#[N:13])[S:4][N:3]=1.[CH2:19]([C:21]1[C:26](B2OC(C)(C)C(C)(C)O2)=[CH:25][CH:24]=[CH:23][C:22]=1[CH2:36][CH2:37][CH2:38][C:39]([O:41][CH2:42][CH3:43])=[O:40])[CH3:20].P([O-])([O-])([O-])=O.[K+].[K+].[K+], predict the reaction product. (2) Given the reactants [CH3:1][C:2]1[N:7]=[CH:6][C:5]([CH2:8][C:9]2[C:10](=[O:17])[N:11]=[C:12](C)[N:13](S)[CH:14]=2)=[CH:4][N:3]=1.[NH2:18][CH2:19][CH2:20][C:21]1[CH:22]=[CH:23][C:24]([O:29][C:30]2[CH:35]=[CH:34][C:33]([Cl:36])=[C:32]([C:37]([F:40])([F:39])[F:38])[CH:31]=2)=[C:25]([CH:28]=1)[C:26]#[N:27], predict the reaction product. The product is: [Cl:36][C:33]1[CH:34]=[CH:35][C:30]([O:29][C:24]2[CH:23]=[CH:22][C:21]([CH2:20][CH2:19][NH:18][C:12]3[NH:13][CH:14]=[C:9]([CH2:8][C:5]4[CH:4]=[N:3][C:2]([CH3:1])=[N:7][CH:6]=4)[C:10](=[O:17])[N:11]=3)=[CH:28][C:25]=2[C:26]#[N:27])=[CH:31][C:32]=1[C:37]([F:38])([F:39])[F:40].